This data is from Forward reaction prediction with 1.9M reactions from USPTO patents (1976-2016). The task is: Predict the product of the given reaction. (1) Given the reactants [CH2:1]([O:8][C:9]([NH:11][CH2:12][CH2:13][N:14]([CH2:41][CH2:42][NH:43][C:44]([O:46][CH2:47][C:48]1[CH:53]=[CH:52][CH:51]=[CH:50][CH:49]=1)=[O:45])[CH2:15][CH2:16][CH2:17][C@H:18]([N:26](C(OC(C)(C)C)=O)C(OC(C)(C)C)=O)[C:19]([O:21]C(C)(C)C)=[O:20])=[O:10])[C:2]1[CH:7]=[CH:6]C=C[CH:3]=1.Cl.C(O[CH2:58][CH3:59])C, predict the reaction product. The product is: [C:2]([C@@:18]([NH2:26])([CH2:17][CH2:16][CH2:15][N:14]([CH2:13][CH2:12][NH:11][C:9]([O:8][CH2:1][C:2]1[CH:7]=[CH:6][CH:59]=[CH:58][CH:3]=1)=[O:10])[CH2:41][CH2:42][NH:43][C:44]([O:46][CH2:47][C:48]1[CH:49]=[CH:50][CH:51]=[CH:52][CH:53]=1)=[O:45])[C:19]([OH:21])=[O:20])([CH3:7])([CH3:3])[CH3:1]. (2) Given the reactants Cl[C:2]1[CH:7]=[C:6]([C:8]2[CH:13]=[CH:12][CH:11]=[C:10]([Cl:14])[C:9]=2[CH3:15])[N:5]=[C:4]([NH2:16])[N:3]=1.[C:17]1([CH:23]([NH2:25])[CH3:24])[CH:22]=[CH:21][CH:20]=[CH:19][CH:18]=1, predict the reaction product. The product is: [Cl:14][C:10]1[C:9]([CH3:15])=[C:8]([C:6]2[N:5]=[C:4]([NH2:16])[N:3]=[C:2]([NH:25][C@@H:23]([C:17]3[CH:22]=[CH:21][CH:20]=[CH:19][CH:18]=3)[CH3:24])[CH:7]=2)[CH:13]=[CH:12][CH:11]=1. (3) Given the reactants [Cl:1][C:2]1[N:3]=[CH:4][N:5]([C:7]2[CH:12]=[CH:11][C:10]([NH:13][C:14]3[N:15]=[C:16]([NH:32][CH3:33])[C:17]4[CH2:22][CH2:21][CH:20]([C:23]5[CH:28]=[C:27]([F:29])[C:26]([F:30])=[C:25]([F:31])[CH:24]=5)[C:18]=4[N:19]=3)=[CH:9][C:8]=2[O:34][CH3:35])[CH:6]=1, predict the reaction product. The product is: [Cl:1][C:2]1[N:3]=[CH:4][N:5]([C:7]2[CH:12]=[CH:11][C:10]([NH:13][C:14]3[N:15]=[C:16]([NH:32][CH3:33])[C:17]4[CH2:22][CH2:21][C@H:20]([C:23]5[CH:28]=[C:27]([F:29])[C:26]([F:30])=[C:25]([F:31])[CH:24]=5)[C:18]=4[N:19]=3)=[CH:9][C:8]=2[O:34][CH3:35])[CH:6]=1.